This data is from Full USPTO retrosynthesis dataset with 1.9M reactions from patents (1976-2016). The task is: Predict the reactants needed to synthesize the given product. (1) Given the product [CH2:23]([C:22]1[N:10]([CH2:9][CH2:8][O:1][C:2]2[CH:7]=[CH:6][CH:5]=[CH:4][CH:3]=2)[C:11]2[C:20]3[CH:19]=[CH:18][CH:17]=[CH:16][C:15]=3[N:14]=[C:13]([NH2:30])[C:12]=2[N:21]=1)[CH:24]([CH3:26])[CH3:25], predict the reactants needed to synthesize it. The reactants are: [O:1]([CH2:8][CH2:9][NH:10][C:11]1[C:20]2[C:15](=[CH:16][CH:17]=[CH:18][CH:19]=2)[N:14]=[CH:13][C:12]=1[NH2:21])[C:2]1[CH:7]=[CH:6][CH:5]=[CH:4][CH:3]=1.[C:22](Cl)(=O)[CH2:23][CH:24]([CH3:26])[CH3:25].[OH-].[NH4+:30].C1(C)C=CC(S(Cl)(=O)=O)=CC=1. (2) Given the product [F:19][C@H:7]1[C@@H:6]([O:5][C:4]2[CH:20]=[CH:21][C:22]([C:24]3[N:29]=[C:28]([NH:30][C:31]4[CH:32]=[CH:33][C:34]([N:37]5[CH2:38][CH2:39][N:40]([CH2:43][C@@H:44]([OH:46])[CH3:45])[CH2:41][CH2:42]5)=[CH:35][CH:36]=4)[N:27]=[CH:26][N:25]=3)=[CH:23][C:3]=2[C:1]#[N:2])[CH2:11][CH2:10][NH:9][CH2:8]1, predict the reactants needed to synthesize it. The reactants are: [C:1]([C:3]1[CH:23]=[C:22]([C:24]2[N:29]=[C:28]([NH:30][C:31]3[CH:36]=[CH:35][C:34]([N:37]4[CH2:42][CH2:41][N:40]([CH2:43][C@@H:44]([OH:46])[CH3:45])[CH2:39][CH2:38]4)=[CH:33][CH:32]=3)[N:27]=[CH:26][N:25]=2)[CH:21]=[CH:20][C:4]=1[O:5][C@H:6]1[CH2:11][CH2:10][N:9](C(OC(C)(C)C)=O)[CH2:8][C@H:7]1[F:19])#[N:2].FC(F)(F)C(O)=O.